This data is from Experimentally validated miRNA-target interactions with 360,000+ pairs, plus equal number of negative samples. The task is: Binary Classification. Given a miRNA mature sequence and a target amino acid sequence, predict their likelihood of interaction. (1) The miRNA is hsa-miR-6807-5p with sequence GUGAGCCAGUGGAAUGGAGAGG. The protein sequence of the target gene is MDDLKYGVYPLKEASGCPGAERNLLVYSYFEKETLTFRDVAIEFSLEEWECLNPAQQNLYMNVMLENYKNLVFLGVAVSKQDPVTCLEQEKEPWNMKRHEMVDEPPAMCSYFTKDLWPEQDIKDSFQQVILRRYGKCEHENLQLRKGSASVDEYKVHKEGYNELNQCLTTTQSKIFPCDKYVKVFHKFLNANRHKTRHTGKKPFKCKKCGKSFCMLLHLSQHKRIHIRENSYQCEECGKAFKWFSTLTRHKRIHTGEKPFKCEECGKAFKQSSTLTTHKIIHTGEKPYRCEECGKAFNRS.... Result: 1 (interaction). (2) The miRNA is hsa-miR-655-3p with sequence AUAAUACAUGGUUAACCUCUUU. The protein sequence of the target gene is MGAKESRIGFLSYEEALRRVTDVELKRLKDAFKRTCGLSYYMGQHCFIREVLGDGVPPKVAEVIYCSFGGTSKGLHFNNLIVGLVLLTRGKDEEKAKYIFSLFSSESGNYVIREEMERMLHVVDGKVPDTLRKCFSEGEKVNYEKFRNWLFLNKDAFTFSRWLLSGGVYVTLTDDSDTPTFYQTLAGVTHLEESDIIDLEKRYWLLKAQSRTGRFDLETFGPLVSPPIRPSLSEGLFNAFDENRDNHIDFKEISCGLSACCRGPLAERQKFCFKVFDVDRDGVLSRVELRDMVVALLEVW.... Result: 0 (no interaction).